From a dataset of NCI-60 drug combinations with 297,098 pairs across 59 cell lines. Regression. Given two drug SMILES strings and cell line genomic features, predict the synergy score measuring deviation from expected non-interaction effect. (1) Drug 1: CCN(CC)CCCC(C)NC1=C2C=C(C=CC2=NC3=C1C=CC(=C3)Cl)OC. Drug 2: CC1=C(C(=O)C2=C(C1=O)N3CC4C(C3(C2COC(=O)N)OC)N4)N. Cell line: SNB-75. Synergy scores: CSS=25.7, Synergy_ZIP=-6.39, Synergy_Bliss=-1.46, Synergy_Loewe=-1.06, Synergy_HSA=0.615. (2) Drug 1: CC1=CC2C(CCC3(C2CCC3(C(=O)C)OC(=O)C)C)C4(C1=CC(=O)CC4)C. Drug 2: CN1C2=C(C=C(C=C2)N(CCCl)CCCl)N=C1CCCC(=O)O.Cl. Cell line: MOLT-4. Synergy scores: CSS=37.5, Synergy_ZIP=7.49, Synergy_Bliss=10.0, Synergy_Loewe=-6.16, Synergy_HSA=11.6.